This data is from Forward reaction prediction with 1.9M reactions from USPTO patents (1976-2016). The task is: Predict the product of the given reaction. (1) Given the reactants [CH2:1]([O:8][C:9]([NH:11][C@H:12]([CH2:21][OH:22])[CH2:13][C:14]([O:16][C:17]([CH3:20])([CH3:19])[CH3:18])=[O:15])=[O:10])[C:2]1[CH:7]=[CH:6][CH:5]=[CH:4][CH:3]=1.C(N(C(C)C)CC)(C)C.[CH3:32][O:33][CH2:34]Cl.Cl.[Cl-].[Na+], predict the reaction product. The product is: [CH2:1]([O:8][C:9]([NH:11][C@H:12]([CH2:21][O:22][CH2:32][O:33][CH3:34])[CH2:13][C:14]([O:16][C:17]([CH3:19])([CH3:18])[CH3:20])=[O:15])=[O:10])[C:2]1[CH:3]=[CH:4][CH:5]=[CH:6][CH:7]=1. (2) Given the reactants [C:1]([O:5][C:6]([N:8]1[CH2:13][CH2:12][C@@H:11]([NH:14][C:15]2[CH:20]=[C:19]([F:21])[CH:18]=[CH:17][C:16]=2[N+:22]([O-])=O)[C@H:10]([O:25][C:26](=[O:28])[CH3:27])[CH2:9]1)=[O:7])([CH3:4])([CH3:3])[CH3:2], predict the reaction product. The product is: [C:1]([O:5][C:6]([N:8]1[CH2:13][CH2:12][C@@H:11]([NH:14][C:15]2[CH:20]=[C:19]([F:21])[CH:18]=[CH:17][C:16]=2[NH2:22])[C@H:10]([O:25][C:26](=[O:28])[CH3:27])[CH2:9]1)=[O:7])([CH3:4])([CH3:2])[CH3:3]. (3) The product is: [CH2:1]([N:8]([CH2:23][C:24]([C:27]1[CH:28]=[C:29]([F:34])[CH:30]=[C:31]([F:33])[CH:32]=1)=[N:25][OH:26])[C@@H:9]([CH2:14][CH:15]1[CH2:21][CH2:20][CH2:19][CH2:18][CH2:17][CH2:16]1)[C:10]([O:12][CH3:13])=[O:11])[C:2]1[CH:7]=[CH:6][CH:5]=[CH:4][CH:3]=1. Given the reactants [CH2:1]([NH:8][C@@H:9]([CH2:14][CH:15]1[CH2:21][CH2:20][CH2:19][CH2:18][CH2:17][CH2:16]1)[C:10]([O:12][CH3:13])=[O:11])[C:2]1[CH:7]=[CH:6][CH:5]=[CH:4][CH:3]=1.Br[CH2:23][C:24]([C:27]1[CH:32]=[C:31]([F:33])[CH:30]=[C:29]([F:34])[CH:28]=1)=[N:25][OH:26].C(=O)([O-])[O-].[K+].[K+].C1COCC1, predict the reaction product. (4) Given the reactants [CH3:1][C:2]1[CH:7]=[CH:6][N:5]=[C:4]([S:8][CH3:9])[N:3]=1.[Br:10]Br, predict the reaction product. The product is: [Br:10][CH2:1][C:2]1[CH:7]=[CH:6][N:5]=[C:4]([S:8][CH3:9])[N:3]=1.